From a dataset of Full USPTO retrosynthesis dataset with 1.9M reactions from patents (1976-2016). Predict the reactants needed to synthesize the given product. Given the product [NH2:20][C:11]1[C:10]2[N:9]=[C:8]([CH2:21][O:22][CH2:23][CH3:24])[N:7]([CH2:6][CH2:5][O:4][CH2:3][CH2:2][NH:1][S:35]([CH:32]([CH3:34])[CH3:33])(=[O:37])=[O:36])[C:19]=2[C:18]2[CH:17]=[CH:16][CH:15]=[CH:14][C:13]=2[N:12]=1, predict the reactants needed to synthesize it. The reactants are: [NH2:1][CH2:2][CH2:3][O:4][CH2:5][CH2:6][N:7]1[C:19]2[C:18]3[CH:17]=[CH:16][CH:15]=[CH:14][C:13]=3[N:12]=[C:11]([NH2:20])[C:10]=2[N:9]=[C:8]1[CH2:21][O:22][CH2:23][CH3:24].C(N(CC)CC)C.[CH:32]([S:35](Cl)(=[O:37])=[O:36])([CH3:34])[CH3:33].O.